From a dataset of Catalyst prediction with 721,799 reactions and 888 catalyst types from USPTO. Predict which catalyst facilitates the given reaction. Reactant: [CH2:1]([O:3][P:4]([CH2:7][C:8]1[CH:13]=[C:12]([Cl:14])[CH:11]=[CH:10][C:9]=1[OH:15])([NH2:6])=[O:5])[CH3:2].[F:16][C:17]1[CH:35]=[CH:34][C:20]([CH2:21][N:22]2[C@@H:27]([CH3:28])[CH2:26][N:25]([C:29](=[O:32])[CH2:30]O)[C@H:24]([CH3:33])[CH2:23]2)=[CH:19][CH:18]=1.C1(P(C2C=CC=CC=2)C2C=CC=CC=2)C=CC=CC=1.N(C(OCC)=O)=NC(OCC)=O. Product: [CH2:1]([O:3][P:4]([CH2:7][C:8]1[CH:13]=[C:12]([Cl:14])[CH:11]=[CH:10][C:9]=1[O:15][CH2:30][C:29]([N:25]1[CH2:26][CH:27]([CH3:28])[N:22]([CH2:21][C:20]2[CH:19]=[CH:18][C:17]([F:16])=[CH:35][CH:34]=2)[CH2:23][CH:24]1[CH3:33])=[O:32])([NH2:6])=[O:5])[CH3:2]. The catalyst class is: 11.